From a dataset of Forward reaction prediction with 1.9M reactions from USPTO patents (1976-2016). Predict the product of the given reaction. (1) Given the reactants C([O-])(=O)C.[O:5]=[C:6]1[C@@H:9]([NH3+:10])[CH2:8][NH:7]1.CCN(C(C)C)C(C)C.[C:20]1([CH2:26][CH2:27][CH2:28][CH2:29][O:30][C:31](N2C=CC=CC2=O)=[O:32])[CH:25]=[CH:24][CH:23]=[CH:22][CH:21]=1, predict the reaction product. The product is: [C:20]1([CH2:26][CH2:27][CH2:28][CH2:29][O:30][C:31](=[O:32])[NH:10][C@H:9]2[CH2:8][NH:7][C:6]2=[O:5])[CH:25]=[CH:24][CH:23]=[CH:22][CH:21]=1. (2) Given the reactants [NH2:1][C:2]1[C:3]([C:25](OCC)=[O:26])=[N:4][C:5]([NH:17][C@H:18]2[CH2:23][CH2:22][C@@H:21]([OH:24])[CH2:20][CH2:19]2)=[N:6][C:7]=1[NH:8][C:9]1[CH:14]=[CH:13][CH:12]=[CH:11][C:10]=1[O:15][CH3:16].O[C@@H]1CC[C@H]([NH:37]C2N=C(C(OCC)=O)C([N+]([O-])=O)=C(NC3C=CC=CC=3OC)N=2)CC1.[CH2:61]([OH:63])C, predict the reaction product. The product is: [OH:24][C@@H:21]1[CH2:22][CH2:23][C@H:18]([NH:17][C:5]2[N:6]=[C:7]3[C:2]([NH:1][C:61](=[O:63])[N:8]3[C:9]3[CH:14]=[CH:13][CH:12]=[CH:11][C:10]=3[O:15][CH3:16])=[C:3]([C:25]([NH2:37])=[O:26])[N:4]=2)[CH2:19][CH2:20]1. (3) The product is: [NH2:1][C:2]1[N:7]=[CH:6][N:5]=[C:4]2[N:8]([CH:12]3[CH2:17][CH2:16][CH:15]([N:18]4[CH2:23][CH2:22][N:21]([C:24]([O:26][C:27]([CH3:30])([CH3:29])[CH3:28])=[O:25])[CH2:20][CH2:19]4)[CH2:14][CH2:13]3)[N:9]=[C:10]([C:35]3[CH:36]=[CH:37][C:32]([F:31])=[C:33]([N+:41]([O-:43])=[O:42])[CH:34]=3)[C:3]=12. Given the reactants [NH2:1][C:2]1[N:7]=[CH:6][N:5]=[C:4]2[N:8]([CH:12]3[CH2:17][CH2:16][CH:15]([N:18]4[CH2:23][CH2:22][N:21]([C:24]([O:26][C:27]([CH3:30])([CH3:29])[CH3:28])=[O:25])[CH2:20][CH2:19]4)[CH2:14][CH2:13]3)[N:9]=[C:10](I)[C:3]=12.[F:31][C:32]1[CH:37]=[CH:36][C:35](B(O)O)=[CH:34][C:33]=1[N+:41]([O-:43])=[O:42].C(=O)([O-])[O-].[Na+].[Na+], predict the reaction product.